Dataset: Forward reaction prediction with 1.9M reactions from USPTO patents (1976-2016). Task: Predict the product of the given reaction. (1) Given the reactants [CH:1]1[C:6]2[CH2:7][CH2:8][CH2:9][CH2:10][CH:11]([C:12]([OH:14])=O)[C:5]=2[CH:4]=[CH:3][CH:2]=1.[CH3:15][N:16]([CH3:33])[C:17]1[CH:22]=[CH:21][C:20]([CH2:23][NH:24][C:25]2[CH:30]=[CH:29][C:28]([CH2:31][CH3:32])=[CH:27][CH:26]=2)=[CH:19][CH:18]=1, predict the reaction product. The product is: [CH3:15][N:16]([CH3:33])[C:17]1[CH:18]=[CH:19][C:20]([CH2:23][N:24]([C:25]2[CH:30]=[CH:29][C:28]([CH2:31][CH3:32])=[CH:27][CH:26]=2)[C:12]([CH:11]2[C:5]3[CH:4]=[CH:3][CH:2]=[CH:1][C:6]=3[CH2:7][CH2:8][CH2:9][CH2:10]2)=[O:14])=[CH:21][CH:22]=1. (2) Given the reactants [CH3:1][C:2]1([C:7]2[O:11][C:10]([CH2:12][N:13]3[CH:17]=[C:16]([NH2:18])[CH:15]=[N:14]3)=[CH:9][CH:8]=2)[O:6]CCO1.[CH3:19][O:20][C:21]1[CH:26]=[CH:25][CH:24]=[CH:23][C:22]=1[C:27]1[O:31][C:30]([CH3:32])=[N:29][C:28]=1[C:33](O)=[O:34], predict the reaction product. The product is: [C:2]([C:7]1[O:11][C:10]([CH2:12][N:13]2[CH:17]=[C:16]([NH:18][C:33]([C:28]3[N:29]=[C:30]([CH3:32])[O:31][C:27]=3[C:22]3[CH:23]=[CH:24][CH:25]=[CH:26][C:21]=3[O:20][CH3:19])=[O:34])[CH:15]=[N:14]2)=[CH:9][CH:8]=1)(=[O:6])[CH3:1]. (3) Given the reactants [C:1]([C:5]1[CH:9]=[C:8]([NH:10][C:11]([NH:13][C:14]2[CH:19]=[CH:18][CH:17]=[C:16]([Cl:20])[C:15]=2[Cl:21])=[O:12])[N:7]([C:22]2[CH:31]=[C:30]3[C:25]([CH2:26][CH2:27][NH:28][C:29]3=S)=[CH:24][CH:23]=2)[N:6]=1)([CH3:4])([CH3:3])[CH3:2].O.[NH3:34].O1CCOCC1, predict the reaction product. The product is: [NH2:34][C:29]1[C:30]2[C:25](=[CH:24][CH:23]=[C:22]([N:7]3[C:8]([NH:10][C:11]([NH:13][C:14]4[CH:19]=[CH:18][CH:17]=[C:16]([Cl:20])[C:15]=4[Cl:21])=[O:12])=[CH:9][C:5]([C:1]([CH3:4])([CH3:3])[CH3:2])=[N:6]3)[CH:31]=2)[CH2:26][CH2:27][N:28]=1. (4) Given the reactants Br[C:2]1[N:6]2[N:7]=[CH:8][CH:9]=[CH:10][C:5]2=[N:4][CH:3]=1.[CH:11]1[C:23]2[CH:22]([CH2:24][O:25][C:26](=[O:55])[NH:27][C@H:28]3[CH2:33][CH2:32][CH2:31][C:30]([F:35])([F:34])[C@@H:29]3[NH:36][C:37]([C:39]3[S:40][C:41]([CH2:53][CH3:54])=[C:42](B4OC(C)(C)C(C)(C)O4)[CH:43]=3)=[O:38])[C:21]3[C:16](=[CH:17][CH:18]=[CH:19][CH:20]=3)[C:15]=2[CH:14]=[CH:13][CH:12]=1.C1(P(C2CCCCC2)C2CCCCC2)CCCCC1.C([O-])(=O)C.[K+], predict the reaction product. The product is: [CH:11]1[C:23]2[CH:22]([CH2:24][O:25][C:26](=[O:55])[NH:27][C@H:28]3[CH2:33][CH2:32][CH2:31][C:30]([F:35])([F:34])[C@@H:29]3[NH:36][C:37]([C:39]3[S:40][C:41]([CH2:53][CH3:54])=[C:42]([C:2]4[N:6]5[N:7]=[CH:8][CH:9]=[CH:10][C:5]5=[N:4][CH:3]=4)[CH:43]=3)=[O:38])[C:21]3[C:16](=[CH:17][CH:18]=[CH:19][CH:20]=3)[C:15]=2[CH:14]=[CH:13][CH:12]=1.